Dataset: Reaction yield outcomes from USPTO patents with 853,638 reactions. Task: Predict the reaction yield, written as a fraction of the theoretical maximum amount of product (1.0 means a 100% yield; for example, 0.34 means a 34% yield). (1) The reactants are C([O:3][C:4]([C@@H:6]1[CH2:15][C@@H:14]2[C@@H:9]([CH2:10][CH2:11][C@H:12]([S:16][C:17]3[CH:22]=[C:21]([CH3:23])[CH:20]=[CH:19][C:18]=3[C:24]([O:26]CC)=[O:25])[CH2:13]2)[CH2:8][N:7]1C(OC)=O)=[O:5])C.[ClH:33]. No catalyst specified. The product is [ClH:33].[C:24]([C:18]1[CH:19]=[CH:20][C:21]([CH3:23])=[CH:22][C:17]=1[S:16][C@H:12]1[CH2:11][CH2:10][C@@H:9]2[C@@H:14]([CH2:15][C@@H:6]([C:4]([OH:5])=[O:3])[NH:7][CH2:8]2)[CH2:13]1)([OH:26])=[O:25]. The yield is 0.840. (2) The reactants are [NH2:1][C:2]1[CH:7]=[CH:6][N:5]=[C:4]([Br:8])[CH:3]=1.C(N(C(C)C)CC)(C)C.[Cl:18][C:19]1[CH:27]=[C:26]([C:28]#[N:29])[CH:25]=[C:24]([F:30])[C:20]=1[C:21](Cl)=[O:22]. The catalyst is ClCCl.CC#N. The product is [Br:8][C:4]1[CH:3]=[C:2]([NH:1][C:21](=[O:22])[C:20]2[C:24]([F:30])=[CH:25][C:26]([C:28]#[N:29])=[CH:27][C:19]=2[Cl:18])[CH:7]=[CH:6][N:5]=1. The yield is 0.530. (3) The product is [CH3:20][C:21]([S@:24]([NH:26][CH:17]([C:4]1[CH:5]=[N:6][C:7]([N:8]2[CH:12]=[C:11]([C:13]([F:16])([F:15])[F:14])[CH:10]=[N:9]2)=[C:2]([CH3:1])[CH:3]=1)[CH3:18])=[O:25])([CH3:23])[CH3:22]. The reactants are [CH3:1][C:2]1[CH:3]=[C:4]([C:17](=O)[CH3:18])[CH:5]=[N:6][C:7]=1[N:8]1[CH:12]=[C:11]([C:13]([F:16])([F:15])[F:14])[CH:10]=[N:9]1.[CH3:20][C:21]([S@:24]([NH2:26])=[O:25])([CH3:23])[CH3:22]. The yield is 0.780. No catalyst specified. (4) The yield is 0.510. The catalyst is O. The product is [OH:31][C@H:28]1[CH2:29][CH2:30][C@H:7]([N:12]2[C:13](=[O:22])[C:14]3[C:15](=[CH:18][CH:19]=[CH:20][CH:21]=3)[C:16]2=[O:17])[CH2:26][CH2:27]1. The reactants are C(=O)([O-])[O-].[K+].[K+].[C:7]([N:12]1[C:16](=[O:17])[C:15]2=[CH:18][CH:19]=[CH:20][CH:21]=[C:14]2[C:13]1=[O:22])(OCC)=O.Cl.NC1[CH2:30][CH2:29][CH:28]([OH:31])[CH2:27][CH2:26]1. (5) The reactants are [OH:1][CH2:2][C@H:3]([NH:16][C:17](=[O:23])[O:18][C:19]([CH3:22])([CH3:21])[CH3:20])[CH2:4][CH2:5][C:6]1[CH:11]=[CH:10][C:9]([C:12]([F:15])([F:14])[F:13])=[CH:8][CH:7]=1.[O-:24]I(=O)(=O)=O.[Na+].CC(O)C.Cl. The catalyst is CC(C)=O.O.[Ru]=O. The product is [C:19]([O:18][C:17]([NH:16][C@H:3]([CH2:4][CH2:5][C:6]1[CH:7]=[CH:8][C:9]([C:12]([F:15])([F:14])[F:13])=[CH:10][CH:11]=1)[C:2]([OH:24])=[O:1])=[O:23])([CH3:20])([CH3:22])[CH3:21]. The yield is 0.420.